Dataset: TCR-epitope binding with 47,182 pairs between 192 epitopes and 23,139 TCRs. Task: Binary Classification. Given a T-cell receptor sequence (or CDR3 region) and an epitope sequence, predict whether binding occurs between them. The epitope is NQKLIANQF. The TCR CDR3 sequence is CASSPLGDTQYF. Result: 1 (the TCR binds to the epitope).